Dataset: NCI-60 drug combinations with 297,098 pairs across 59 cell lines. Task: Regression. Given two drug SMILES strings and cell line genomic features, predict the synergy score measuring deviation from expected non-interaction effect. (1) Drug 1: COC1=C(C=C2C(=C1)N=CN=C2NC3=CC(=C(C=C3)F)Cl)OCCCN4CCOCC4. Drug 2: C1=NC2=C(N=C(N=C2N1C3C(C(C(O3)CO)O)O)F)N. Cell line: NCI/ADR-RES. Synergy scores: CSS=30.9, Synergy_ZIP=-2.36, Synergy_Bliss=0.823, Synergy_Loewe=1.46, Synergy_HSA=3.80. (2) Drug 1: CC1=C2C(C(=O)C3(C(CC4C(C3C(C(C2(C)C)(CC1OC(=O)C(C(C5=CC=CC=C5)NC(=O)C6=CC=CC=C6)O)O)OC(=O)C7=CC=CC=C7)(CO4)OC(=O)C)O)C)OC(=O)C. Drug 2: CN(C(=O)NC(C=O)C(C(C(CO)O)O)O)N=O. Cell line: SK-MEL-28. Synergy scores: CSS=30.3, Synergy_ZIP=-4.92, Synergy_Bliss=3.03, Synergy_Loewe=-80.7, Synergy_HSA=2.92. (3) Drug 1: CC1=CC2C(CCC3(C2CCC3(C(=O)C)OC(=O)C)C)C4(C1=CC(=O)CC4)C. Drug 2: CC1C(C(CC(O1)OC2CC(CC3=C2C(=C4C(=C3O)C(=O)C5=CC=CC=C5C4=O)O)(C(=O)C)O)N)O. Cell line: SNB-75. Synergy scores: CSS=50.5, Synergy_ZIP=0.245, Synergy_Bliss=1.33, Synergy_Loewe=-32.5, Synergy_HSA=5.99. (4) Drug 1: C1C(C(OC1N2C=C(C(=O)NC2=O)F)CO)O. Drug 2: CC1=C(C=C(C=C1)C(=O)NC2=CC(=CC(=C2)C(F)(F)F)N3C=C(N=C3)C)NC4=NC=CC(=N4)C5=CN=CC=C5. Cell line: MCF7. Synergy scores: CSS=16.9, Synergy_ZIP=-4.12, Synergy_Bliss=1.86, Synergy_Loewe=-16.8, Synergy_HSA=1.93. (5) Drug 1: CC(C)(C#N)C1=CC(=CC(=C1)CN2C=NC=N2)C(C)(C)C#N. Drug 2: CC1C(C(CC(O1)OC2CC(CC3=C2C(=C4C(=C3O)C(=O)C5=C(C4=O)C(=CC=C5)OC)O)(C(=O)CO)O)N)O.Cl. Cell line: COLO 205. Synergy scores: CSS=53.0, Synergy_ZIP=-0.243, Synergy_Bliss=0.896, Synergy_Loewe=-1.40, Synergy_HSA=0.771. (6) Drug 1: CC=C1C(=O)NC(C(=O)OC2CC(=O)NC(C(=O)NC(CSSCCC=C2)C(=O)N1)C(C)C)C(C)C. Drug 2: C1=NC2=C(N1)C(=S)N=CN2. Cell line: NCI-H322M. Synergy scores: CSS=39.4, Synergy_ZIP=-2.29, Synergy_Bliss=-1.85, Synergy_Loewe=-1.28, Synergy_HSA=-1.36. (7) Drug 1: C1=NC2=C(N=C(N=C2N1C3C(C(C(O3)CO)O)O)F)N. Drug 2: CC1CCC2CC(C(=CC=CC=CC(CC(C(=O)C(C(C(=CC(C(=O)CC(OC(=O)C3CCCCN3C(=O)C(=O)C1(O2)O)C(C)CC4CCC(C(C4)OC)O)C)C)O)OC)C)C)C)OC. Cell line: SW-620. Synergy scores: CSS=3.21, Synergy_ZIP=-0.509, Synergy_Bliss=1.59, Synergy_Loewe=-2.14, Synergy_HSA=-1.07. (8) Drug 1: C1=CC(=C2C(=C1NCCNCCO)C(=O)C3=C(C=CC(=C3C2=O)O)O)NCCNCCO. Drug 2: C1CN(CCN1C(=O)CCBr)C(=O)CCBr. Cell line: MOLT-4. Synergy scores: CSS=93.3, Synergy_ZIP=6.11, Synergy_Bliss=5.85, Synergy_Loewe=5.57, Synergy_HSA=9.18. (9) Drug 1: COC1=C2C(=CC3=C1OC=C3)C=CC(=O)O2. Drug 2: CC(C)CN1C=NC2=C1C3=CC=CC=C3N=C2N. Cell line: NCI-H460. Synergy scores: CSS=-1.55, Synergy_ZIP=1.40, Synergy_Bliss=1.18, Synergy_Loewe=-1.60, Synergy_HSA=-1.60. (10) Drug 1: CCCCCOC(=O)NC1=NC(=O)N(C=C1F)C2C(C(C(O2)C)O)O. Drug 2: CC1CCC2CC(C(=CC=CC=CC(CC(C(=O)C(C(C(=CC(C(=O)CC(OC(=O)C3CCCCN3C(=O)C(=O)C1(O2)O)C(C)CC4CCC(C(C4)OC)O)C)C)O)OC)C)C)C)OC. Cell line: TK-10. Synergy scores: CSS=4.51, Synergy_ZIP=0.640, Synergy_Bliss=-1.37, Synergy_Loewe=1.51, Synergy_HSA=-1.68.